The task is: Binary Classification. Given a T-cell receptor sequence (or CDR3 region) and an epitope sequence, predict whether binding occurs between them.. This data is from TCR-epitope binding with 47,182 pairs between 192 epitopes and 23,139 TCRs. (1) The epitope is TPGPGVRYPL. The TCR CDR3 sequence is CASSIVAGAYNEQFF. Result: 0 (the TCR does not bind to the epitope). (2) The epitope is HTTDPSFLGRY. The TCR CDR3 sequence is CASLNDPLHF. Result: 1 (the TCR binds to the epitope). (3) The epitope is SEVGPEHSLAEY. The TCR CDR3 sequence is CSVEGTATNTGELFF. Result: 0 (the TCR does not bind to the epitope). (4) The epitope is ILHCANFNV. The TCR CDR3 sequence is CASSQSLSQETQYF. Result: 1 (the TCR binds to the epitope).